Dataset: Full USPTO retrosynthesis dataset with 1.9M reactions from patents (1976-2016). Task: Predict the reactants needed to synthesize the given product. (1) Given the product [CH3:22][O:21][C:19](=[O:20])[C:18]([OH:23])([C:17]([F:25])([F:24])[F:16])[C:8]1[C:7](=[O:9])[N:6]([C:10]2[CH:15]=[CH:14][CH:13]=[CH:12][CH:11]=2)[NH:5][C:4]=1[CH:1]1[CH2:3][CH2:2]1, predict the reactants needed to synthesize it. The reactants are: [CH:1]1([C:4]2[NH:5][N:6]([C:10]3[CH:15]=[CH:14][CH:13]=[CH:12][CH:11]=3)[C:7](=[O:9])[CH:8]=2)[CH2:3][CH2:2]1.[F:16][C:17]([F:25])([F:24])[C:18](=[O:23])[C:19]([O:21][CH3:22])=[O:20]. (2) Given the product [F:1][C:2]1[CH:3]=[C:4]([NH:8][C:9]2[C:17]3[C:16]4[CH2:18][N:19]([C:22](=[O:24])[CH3:23])[CH2:20][CH2:21][C:15]=4[NH:14][C:13]=3[N:12]=[CH:11][CH:10]=2)[CH:5]=[CH:6][CH:7]=1, predict the reactants needed to synthesize it. The reactants are: [F:1][C:2]1[CH:3]=[C:4]([NH:8][C:9]2[C:17]3[C:16]4[CH2:18][NH:19][CH2:20][CH2:21][C:15]=4[NH:14][C:13]=3[N:12]=[CH:11][CH:10]=2)[CH:5]=[CH:6][CH:7]=1.[C:22](OC(=O)C)(=[O:24])[CH3:23].C(N(CC)CC)C. (3) Given the product [BrH:11].[NH2:10][CH2:9][C:4]1[CH:5]=[CH:6][CH:7]=[CH:8][C:3]=1[OH:2], predict the reactants needed to synthesize it. The reactants are: C[O:2][C:3]1[CH:8]=[CH:7][CH:6]=[CH:5][C:4]=1[CH2:9][NH2:10].[BrH:11]. (4) The reactants are: [OH:1][CH:2]1[CH2:10][C:9]2[C:4](=[CH:5][CH:6]=[CH:7][CH:8]=2)[CH:3]1[NH:11][C:12]([CH:14]([N:19]1[CH2:23][CH:22]([O:24][C:25]2[C:34]3[C:29](=[CH:30][C:31]([O:35][CH3:36])=[CH:32][CH:33]=3)[CH:28]=[C:27]([C:37]3[CH:42]=[CH:41][CH:40]=[CH:39][CH:38]=3)[CH:26]=2)[CH2:21][CH:20]1[C:43]1([C:48](O)=[O:49])[CH2:45][CH:44]1[CH:46]=[CH2:47])[C:15]([CH3:18])([CH3:17])[CH3:16])=[O:13].[C:51]1([S:57]([NH2:60])(=[O:59])=[O:58])C=CC=CC=1.C(N([CH:67]([CH3:69])[CH3:68])CC)(C)C.[CH2:70]1[CH2:74]N([P+](ON2N=NC3C=CC=CC2=3)(N2CCCC2)N2CCCC2)C[CH2:71]1.F[P-](F)(F)(F)(F)F.C([O-])(O)=O.[Na+]. Given the product [OH:1][CH:2]1[CH2:10][C:9]2[C:4](=[CH:5][CH:6]=[CH:7][CH:8]=2)[CH:3]1[NH:11][C:12](=[O:13])[CH:14]([N:19]1[CH2:23][CH:22]([O:24][C:25]2[C:34]3[C:29](=[CH:30][C:31]([O:35][CH3:36])=[CH:32][CH:33]=3)[CH:28]=[C:27]([C:37]3[CH:38]=[CH:39][CH:40]=[CH:41][CH:42]=3)[CH:26]=2)[CH2:21][CH:20]1[C:43]1([C:48]([NH:60][S:57]([CH2:51][C:68]2[CH:67]=[CH:69][CH:74]=[CH:70][CH:71]=2)(=[O:59])=[O:58])=[O:49])[CH2:45][CH:44]1[CH:46]=[CH2:47])[C:15]([CH3:16])([CH3:18])[CH3:17], predict the reactants needed to synthesize it.